Dataset: Forward reaction prediction with 1.9M reactions from USPTO patents (1976-2016). Task: Predict the product of the given reaction. (1) Given the reactants [CH2:1]([O:8][C:9]1[CH:31]=[CH:30][C:29]([C:32](=O)[CH2:33]Br)=[CH:28][C:10]=1[C:11]([NH:13][C:14]1[CH:19]=[C:18]([C:20]([F:23])([F:22])[F:21])[CH:17]=[C:16]([C:24]([F:27])([F:26])[F:25])[CH:15]=1)=[O:12])[C:2]1[CH:7]=[CH:6][CH:5]=[CH:4][CH:3]=1.[C:36]([NH2:39])(=[S:38])[CH3:37].C(=O)([O-])O.[Na+].C(O)C, predict the reaction product. The product is: [CH2:1]([O:8][C:9]1[CH:31]=[CH:30][C:29]([C:32]2[N:39]=[C:36]([CH3:37])[S:38][CH:33]=2)=[CH:28][C:10]=1[C:11]([NH:13][C:14]1[CH:19]=[C:18]([C:20]([F:22])([F:23])[F:21])[CH:17]=[C:16]([C:24]([F:27])([F:25])[F:26])[CH:15]=1)=[O:12])[C:2]1[CH:7]=[CH:6][CH:5]=[CH:4][CH:3]=1. (2) The product is: [CH:1]1([N:4]([CH:21]2[CH2:26][CH2:25][N:24]([CH2:32][C:29]3([C:28]([F:39])([F:38])[F:27])[CH2:31][CH2:30]3)[CH2:23][CH2:22]2)[C:5]([C:7]2[CH:11]=[C:10]([C:12]3[CH:17]=[CH:16][C:15]([C:18]#[N:19])=[CH:14][C:13]=3[F:20])[O:9][N:8]=2)=[O:6])[CH2:3][CH2:2]1. Given the reactants [CH:1]1([N:4]([CH:21]2[CH2:26][CH2:25][NH:24][CH2:23][CH2:22]2)[C:5]([C:7]2[CH:11]=[C:10]([C:12]3[CH:17]=[CH:16][C:15]([C:18]#[N:19])=[CH:14][C:13]=3[F:20])[O:9][N:8]=2)=[O:6])[CH2:3][CH2:2]1.[F:27][C:28]([F:39])([F:38])[C:29]1([CH2:32]OS(C)(=O)=O)[CH2:31][CH2:30]1, predict the reaction product. (3) The product is: [CH3:18][O:17][C:14]1[CH:15]=[CH:16][C:11]([C:9]([C:6]2[CH:7]=[CH:8][C:3]([CH2:2][P:19](=[O:26])([O:23][CH2:24][CH3:25])[O:20][CH2:21][CH3:22])=[CH:4][CH:5]=2)=[O:10])=[CH:12][CH:13]=1. Given the reactants Br[CH2:2][C:3]1[CH:8]=[CH:7][C:6]([C:9]([C:11]2[CH:16]=[CH:15][C:14]([O:17][CH3:18])=[CH:13][CH:12]=2)=[O:10])=[CH:5][CH:4]=1.[P:19]([O:26]CC)([O:23][CH2:24][CH3:25])[O:20][CH2:21][CH3:22], predict the reaction product. (4) Given the reactants [NH2:1][CH:2]([OH:23])[C@H:3]([CH3:22])[CH2:4][CH2:5][C:6]1[S:7][C:8]([C:11]#[C:12][CH2:13][CH2:14][CH2:15][CH:16]2[CH2:21][CH2:20][CH2:19][CH2:18][CH2:17]2)=[CH:9][CH:10]=1, predict the reaction product. The product is: [NH2:1][CH:2]([OH:23])[C@H:3]([CH3:22])[CH2:4][CH2:5][C:6]1[S:7][C:8]([CH2:11][CH2:12][CH2:13][CH2:14][CH2:15][CH:16]2[CH2:17][CH2:18][CH2:19][CH2:20][CH2:21]2)=[CH:9][CH:10]=1.